Dataset: NCI-60 drug combinations with 297,098 pairs across 59 cell lines. Task: Regression. Given two drug SMILES strings and cell line genomic features, predict the synergy score measuring deviation from expected non-interaction effect. (1) Drug 1: C1CCC(CC1)NC(=O)N(CCCl)N=O. Drug 2: CN(C)N=NC1=C(NC=N1)C(=O)N. Cell line: HOP-92. Synergy scores: CSS=15.7, Synergy_ZIP=-7.93, Synergy_Bliss=-3.50, Synergy_Loewe=-7.18, Synergy_HSA=-2.76. (2) Drug 1: CC1=C(C=C(C=C1)NC2=NC=CC(=N2)N(C)C3=CC4=NN(C(=C4C=C3)C)C)S(=O)(=O)N.Cl. Drug 2: N.N.Cl[Pt+2]Cl. Cell line: A498. Synergy scores: CSS=3.86, Synergy_ZIP=3.25, Synergy_Bliss=5.51, Synergy_Loewe=1.42, Synergy_HSA=2.01. (3) Drug 1: CC12CCC3C(C1CCC2O)C(CC4=C3C=CC(=C4)O)CCCCCCCCCS(=O)CCCC(C(F)(F)F)(F)F. Drug 2: N.N.Cl[Pt+2]Cl. Cell line: HOP-92. Synergy scores: CSS=54.5, Synergy_ZIP=-3.05, Synergy_Bliss=-3.74, Synergy_Loewe=-9.67, Synergy_HSA=-2.45. (4) Drug 1: CC12CCC3C(C1CCC2=O)CC(=C)C4=CC(=O)C=CC34C. Drug 2: CCCCCOC(=O)NC1=NC(=O)N(C=C1F)C2C(C(C(O2)C)O)O. Cell line: SNB-19. Synergy scores: CSS=39.6, Synergy_ZIP=-0.734, Synergy_Bliss=1.02, Synergy_Loewe=-12.9, Synergy_HSA=2.15.